Dataset: Reaction yield outcomes from USPTO patents with 853,638 reactions. Task: Predict the reaction yield, written as a fraction of the theoretical maximum amount of product (1.0 means a 100% yield; for example, 0.34 means a 34% yield). (1) The product is [CH2:39]([NH:38][C:37]([NH:36][C:24]1[N:23]=[CH:22][C:21]([C:20]2[C:15]([O:14][CH:11]3[CH2:12][CH2:13][N:8]([C:6]([O:5][C:1]([CH3:4])([CH3:2])[CH3:3])=[O:7])[CH2:9][CH2:10]3)=[N:16][CH:17]=[C:18]([C:42]([NH:47][NH2:48])=[O:43])[CH:19]=2)=[C:26]([C:27]2[S:28][CH:29]=[C:30]([C:32]([F:35])([F:33])[F:34])[N:31]=2)[CH:25]=1)=[O:41])[CH3:40]. The reactants are [C:1]([O:5][C:6]([N:8]1[CH2:13][CH2:12][CH:11]([O:14][C:15]2[C:20]([C:21]3[CH:22]=[N:23][C:24]([NH:36][C:37](=[O:41])[NH:38][CH2:39][CH3:40])=[CH:25][C:26]=3[C:27]3[S:28][CH:29]=[C:30]([C:32]([F:35])([F:34])[F:33])[N:31]=3)=[CH:19][C:18]([C:42](OC)=[O:43])=[CH:17][N:16]=2)[CH2:10][CH2:9]1)=[O:7])([CH3:4])([CH3:3])[CH3:2].O.[NH2:47][NH2:48]. The catalyst is C(O)C. The yield is 0.800. (2) The reactants are [Br:1][C:2]1[CH:3]=[CH:4][C:5]([C:9](=[N:11][NH2:12])[NH2:10])=[N:6][C:7]=1[CH3:8].[CH:13](O)=O. No catalyst specified. The product is [Br:1][C:2]1[C:7]([CH3:8])=[N:6][C:5]([C:9]2[N:10]=[CH:13][NH:12][N:11]=2)=[CH:4][CH:3]=1. The yield is 0.920. (3) The product is [Cl:53][C:54]1[CH:59]=[CH:58][CH:57]=[CH:56][C:55]=1[NH:60][CH:61]1[CH2:66][CH2:65][N:64]([C:11](=[O:13])[CH2:10][NH:9][C:7]([C:4]2[CH:3]=[CH:2][C:1]([C:14]3[CH:19]=[CH:18][CH:17]=[CH:16][CH:15]=3)=[CH:6][CH:5]=2)=[O:8])[CH2:63][CH2:62]1. The reactants are [C:1]1([C:14]2[CH:19]=[CH:18][CH:17]=[CH:16][CH:15]=2)[CH:6]=[CH:5][C:4]([C:7]([NH:9][CH2:10][C:11]([OH:13])=O)=[O:8])=[CH:3][CH:2]=1.CCN(C(C)C)C(C)C.C1C=CC2N(O)N=NC=2C=1.CCN=C=NCCCN(C)C.Cl.Cl.Cl.[Cl:53][C:54]1[CH:59]=[CH:58][CH:57]=[CH:56][C:55]=1[NH:60][CH:61]1[CH2:66][CH2:65][NH:64][CH2:63][CH2:62]1. The catalyst is CN(C=O)C.O. The yield is 0.450. (4) The reactants are Cl[C:2]1[N:7]=[CH:6][N:5]=[C:4]([NH:8][C:9]2[CH:14]=[CH:13][CH:12]=[C:11]([NH2:15])[N:10]=2)[CH:3]=1.[CH3:16][O:17][C:18]1[CH:19]=[C:20]([OH:24])[CH:21]=[CH:22][CH:23]=1.C([O-])([O-])=O.[K+].[K+]. The catalyst is CN(C=O)C.CCOC(C)=O. The product is [O:17]([C:18]1[CH:19]=[C:20]([CH:21]=[CH:22][CH:23]=1)[O:24][C:2]1[N:7]=[CH:6][N:5]=[C:4]([NH:8][C:9]2[CH:14]=[CH:13][CH:12]=[C:11]([NH2:15])[N:10]=2)[CH:3]=1)[CH3:16]. The yield is 0.407. (5) No catalyst specified. The reactants are [Br:1][C:2]1[N:7]=[C:6]([CH:8]=O)[CH:5]=[CH:4][CH:3]=1.[NH:10]1[CH2:15][CH2:14][O:13][CH2:12][CH2:11]1. The product is [Br:1][C:2]1[N:7]=[C:6]([CH2:8][N:10]2[CH2:15][CH2:14][O:13][CH2:12][CH2:11]2)[CH:5]=[CH:4][CH:3]=1. The yield is 0.610. (6) The yield is 0.610. The reactants are [CH:1]1([SH:6])[CH2:5][CH2:4][CH2:3][CH2:2]1.[H-].[Na+].Cl[C:10]1[C:15]([Cl:16])=[CH:14][CH:13]=[CH:12][N:11]=1.[NH4+].[Cl-]. The catalyst is CN(C=O)C. The product is [Cl:16][C:15]1[C:10]([S:6][CH:1]2[CH2:5][CH2:4][CH2:3][CH2:2]2)=[N:11][CH:12]=[CH:13][CH:14]=1. (7) The reactants are [F:1][C:2]1[CH:3]=[C:4]([CH:6]=[CH:7][C:8]=1[O:9][C:10]1[CH:15]=[CH:14][N:13]=[C:12]2[CH:16]=[C:17]([N:19]3[CH2:24][CH2:23][N:22]([CH3:25])[CH2:21][CH2:20]3)[S:18][C:11]=12)[NH2:5].[F:26][C:27]1[CH:32]=[CH:31][C:30]([N:33]2[C:38](=[O:39])[C:37]([C:40](O)=[O:41])=[CH:36][CH:35]=[N:34]2)=[CH:29][CH:28]=1.Cl.C(N=C=NCCCN(C)C)C.N1(O)C2C=CC=CC=2N=N1.C(N(C(C)C)C(C)C)C. The catalyst is CN(C=O)C. The product is [F:1][C:2]1[CH:3]=[C:4]([NH:5][C:40]([C:37]2[C:38](=[O:39])[N:33]([C:30]3[CH:31]=[CH:32][C:27]([F:26])=[CH:28][CH:29]=3)[N:34]=[CH:35][CH:36]=2)=[O:41])[CH:6]=[CH:7][C:8]=1[O:9][C:10]1[CH:15]=[CH:14][N:13]=[C:12]2[CH:16]=[C:17]([N:19]3[CH2:24][CH2:23][N:22]([CH3:25])[CH2:21][CH2:20]3)[S:18][C:11]=12. The yield is 0.753.